Task: Predict the reactants needed to synthesize the given product.. Dataset: Full USPTO retrosynthesis dataset with 1.9M reactions from patents (1976-2016) (1) Given the product [CH3:33][C:22]1[CH:21]=[C:20]([S:19][CH2:2][C:3]2[CH:8]=[CH:7][CH:6]=[C:5]([C:9]3[CH:14]=[CH:13][C:12]([C:15]([F:18])([F:17])[F:16])=[CH:11][CH:10]=3)[N:4]=2)[CH:32]=[CH:31][C:23]=1[O:24][CH2:25][C:26]([O:28][CH2:29][CH3:30])=[O:27], predict the reactants needed to synthesize it. The reactants are: Br[CH2:2][C:3]1[CH:8]=[CH:7][CH:6]=[C:5]([C:9]2[CH:14]=[CH:13][C:12]([C:15]([F:18])([F:17])[F:16])=[CH:11][CH:10]=2)[N:4]=1.[SH:19][C:20]1[CH:32]=[CH:31][C:23]([O:24][CH2:25][C:26]([O:28][CH2:29][CH3:30])=[O:27])=[C:22]([CH3:33])[CH:21]=1.C([O-])([O-])=O.[K+].[K+]. (2) Given the product [CH2:1]([C:3]1[C:25]([F:26])=[CH:24][C:6]([O:7][C:8]2[CH:22]=[CH:21][C:11]([C:12]([N:14]3[CH2:19][CH2:18][NH:17][C:16](=[O:20])[CH2:15]3)=[O:13])=[CH:10][C:9]=2[F:23])=[C:5]([OH:27])[CH:4]=1)[CH3:2], predict the reactants needed to synthesize it. The reactants are: [CH2:1]([C:3]1[C:25]([F:26])=[CH:24][C:6]([O:7][C:8]2[CH:22]=[CH:21][C:11]([C:12]([N:14]3[CH2:19][CH2:18][NH:17][C:16](=[O:20])[CH2:15]3)=[O:13])=[CH:10][C:9]=2[F:23])=[C:5]([O:27]C)[CH:4]=1)[CH3:2].B(Br)(Br)Br. (3) Given the product [Br-:1].[Br:1][C:6]1[C:7]([NH:30][C:31](=[O:36])[C:32]([F:34])([F:33])[F:35])=[C:8]([CH2:10][P+:11]([C:24]2[CH:25]=[CH:26][CH:27]=[CH:28][CH:29]=2)([C:12]2[CH:13]=[CH:14][CH:15]=[CH:16][CH:17]=2)[C:18]2[CH:23]=[CH:22][CH:21]=[CH:20][CH:19]=2)[CH:9]=[C:4]([C:2]#[N:3])[CH:5]=1, predict the reactants needed to synthesize it. The reactants are: [Br-:1].[C:2]([C:4]1[CH:5]=[CH:6][C:7]([NH:30][C:31](=[O:36])[C:32]([F:35])([F:34])[F:33])=[C:8]([CH2:10][P+:11]([C:24]2[CH:29]=[CH:28][CH:27]=[CH:26][CH:25]=2)([C:18]2[CH:23]=[CH:22][CH:21]=[CH:20][CH:19]=2)[C:12]2[CH:17]=[CH:16][CH:15]=[CH:14][CH:13]=2)[CH:9]=1)#[N:3].C. (4) The reactants are: [C:1]([O:5][C:6]([N:8]1[CH2:13][CH2:12][CH:11]([N:14]2[CH2:18][CH2:17][C@H:16]([O:19][C:20]3[CH:21]=[N:22][C:23](Br)=[CH:24][CH:25]=3)[C:15]2=[O:27])[CH2:10][CH2:9]1)=[O:7])([CH3:4])([CH3:3])[CH3:2].[CH3:28][S:29]([O-:31])=[O:30].[Na+].[C@@H]1(N)CCCC[C@H]1N. Given the product [C:1]([O:5][C:6]([N:8]1[CH2:13][CH2:12][CH:11]([N:14]2[CH2:18][CH2:17][C@H:16]([O:19][C:20]3[CH:21]=[N:22][C:23]([S:29]([CH3:28])(=[O:31])=[O:30])=[CH:24][CH:25]=3)[C:15]2=[O:27])[CH2:10][CH2:9]1)=[O:7])([CH3:4])([CH3:3])[CH3:2], predict the reactants needed to synthesize it. (5) Given the product [CH2:1]([C@@:8]1([OH:14])[CH2:16][C@H:12]([C:13]([NH:31][OH:32])=[O:15])[C@@H:11]([C:17]([N:19]2[CH2:24][CH2:23][N:22]([C:25]3[CH:30]=[CH:29][CH:28]=[CH:27][CH:26]=3)[CH2:21][CH2:20]2)=[O:18])[CH2:10][CH2:9]1)[C:2]1[CH:7]=[CH:6][CH:5]=[CH:4][CH:3]=1, predict the reactants needed to synthesize it. The reactants are: [CH2:1]([C@:8]12[CH2:16][C@H:12]([C:13](=[O:15])[O:14]1)[C@@H:11]([C:17]([N:19]1[CH2:24][CH2:23][N:22]([C:25]3[CH:30]=[CH:29][CH:28]=[CH:27][CH:26]=3)[CH2:21][CH2:20]1)=[O:18])[CH2:10][CH2:9]2)[C:2]1[CH:7]=[CH:6][CH:5]=[CH:4][CH:3]=1.[NH2:31][OH:32]. (6) Given the product [C:1]([N:4]([CH2:30][CH:31]1[CH2:32][CH2:33]1)[C:5]1[CH:29]=[CH:28][C:8]([O:9][C:10]2[CH:11]=[C:12]([CH:17]=[C:18]([OH:20])[CH:19]=2)[C:13]([O:15][CH3:16])=[O:14])=[CH:7][CH:6]=1)(=[O:3])[CH3:2], predict the reactants needed to synthesize it. The reactants are: [C:1]([N:4]([CH2:30][CH:31]1[CH2:33][CH2:32]1)[C:5]1[CH:29]=[CH:28][C:8]([O:9][C:10]2[CH:11]=[C:12]([CH:17]=[C:18]([O:20]CC3C=CC=CC=3)[CH:19]=2)[C:13]([O:15][CH3:16])=[O:14])=[CH:7][CH:6]=1)(=[O:3])[CH3:2].FC(F)(F)C(O)=O.CC1C=C(C)C(C)=C(C)C=1C. (7) Given the product [N:1]1[N:2]([C:6]2[CH:36]=[CH:35][CH:34]=[CH:33][C:7]=2[C:8]([N:10]2[C@H:15]([CH3:16])[CH2:14][CH2:13][C@@H:12]([C:17]3[O:18][C:25]([C:26]4[CH:31]=[CH:30][CH:29]=[CH:28][CH:27]=4)=[C:20]([C:21]([OH:23])=[O:22])[N:19]=3)[CH2:11]2)=[O:39])[N:3]=[CH:4][CH:5]=1, predict the reactants needed to synthesize it. The reactants are: [N:1]1[N:2]([C:6]2[CH:36]=[CH:35][CH:34]=[CH:33][C:7]=2[C:8]([N:10]2[C@H:15]([CH3:16])[CH2:14][CH2:13][C@@H:12]([C:17]([NH:19][CH:20]([C:25](=O)[C:26]3[CH:31]=[CH:30][CH:29]=[CH:28][CH:27]=3)[C:21]([O:23]C)=[O:22])=[O:18])[CH2:11]2)=O)[N:3]=[CH:4][CH:5]=1.O[Li].[OH2:39]. (8) Given the product [NH2:13][C:12]1[NH:1][C:2]2[CH:3]=[C:4]([C:5]#[N:6])[CH:7]=[CH:8][C:9]=2[N:10]=1, predict the reactants needed to synthesize it. The reactants are: [NH2:1][C:2]1[CH:3]=[C:4]([CH:7]=[CH:8][C:9]=1[NH2:10])[C:5]#[N:6].Br[C:12]#[N:13].[OH-].[Na+].